From a dataset of Forward reaction prediction with 1.9M reactions from USPTO patents (1976-2016). Predict the product of the given reaction. (1) Given the reactants Cl[C:2]1[CH:3]=[CH:4][C:5]2[N:10](COCC[Si](C)(C)C)[C:9](=[O:19])[CH2:8][N:7]([C:20]([NH:22][CH:23]([C:27]3[CH:32]=[CH:31][C:30]([O:33][C:34]([F:37])([F:36])[F:35])=[CH:29][CH:28]=3)[CH2:24][O:25][CH3:26])=[O:21])[C:6]=2[N:38]=1.C(=O)([O-])[O-].[Cs+].[Cs+].O.C(O[CH2:50][CH3:51])(=O)C, predict the reaction product. The product is: [CH3:26][O:25][CH2:24][CH:23]([NH:22][C:20]([N:7]1[CH2:8][C:9](=[O:19])[NH:10][C:5]2[CH:4]=[CH:3][C:2]([C:51]3[CH:50]=[CH:4][CH:5]=[CH:6][N:7]=3)=[N:38][C:6]1=2)=[O:21])[C:27]1[CH:32]=[CH:31][C:30]([O:33][C:34]([F:37])([F:36])[F:35])=[CH:29][CH:28]=1. (2) The product is: [N:16]1[CH:17]=[CH:18][CH:19]=[C:14]([C:11]2([C:9]3[NH:1][C:2]4=[N:3][C:4]([N:20]5[CH2:25][CH2:24][CH2:23][C@@H:22]([C:26]([N:28]6[CH2:32][CH2:31][CH2:30][CH2:29]6)=[O:27])[CH2:21]5)=[CH:5][CH:6]=[C:7]4[N:8]=3)[CH2:13][CH2:12]2)[CH:15]=1. Given the reactants [NH2:1][C:2]1[C:7]([NH:8][C:9]([C:11]2([C:14]3[CH:15]=[N:16][CH:17]=[CH:18][CH:19]=3)[CH2:13][CH2:12]2)=O)=[CH:6][CH:5]=[C:4]([N:20]2[CH2:25][CH2:24][CH2:23][C@@H:22]([C:26]([N:28]3[CH2:32][CH2:31][CH2:30][CH2:29]3)=[O:27])[CH2:21]2)[N:3]=1.C[O-].[Na+], predict the reaction product. (3) Given the reactants ClC(Cl)(O[C:5](=[O:11])OC(Cl)(Cl)Cl)Cl.N1C=CC=CC=1.[NH2:19][C:20]1[CH:25]=[CH:24][C:23]([CH2:26][C:27]([O:29][CH2:30][CH3:31])=[O:28])=[CH:22][C:21]=1[Cl:32].[NH:33]1[C:41]2[C:36](=[CH:37][CH:38]=[CH:39][CH:40]=2)[CH2:35][CH2:34]1, predict the reaction product. The product is: [Cl:32][C:21]1[CH:22]=[C:23]([CH2:26][C:27]([O:29][CH2:30][CH3:31])=[O:28])[CH:24]=[CH:25][C:20]=1[NH:19][C:5]([N:33]1[C:41]2[C:36](=[CH:37][CH:38]=[CH:39][CH:40]=2)[CH2:35][CH2:34]1)=[O:11]. (4) Given the reactants [F:1][C:2]1[CH:3]=[CH:4][C:5]2[C:10](=[O:11])OC(=O)[NH:7][C:6]=2[CH:13]=1.[CH:14]([C:18]1[CH:24]=[CH:23][C:21]([NH2:22])=[CH:20][CH:19]=1)([CH2:16][CH3:17])[CH3:15], predict the reaction product. The product is: [NH2:7][C:6]1[CH:13]=[C:2]([F:1])[CH:3]=[CH:4][C:5]=1[C:10]([NH:22][C:21]1[CH:23]=[CH:24][C:18]([CH:14]([CH2:16][CH3:17])[CH3:15])=[CH:19][CH:20]=1)=[O:11].